Dataset: Experimental lipophilicity measurements (octanol/water distribution) for 4,200 compounds from AstraZeneca. Task: Regression/Classification. Given a drug SMILES string, predict its absorption, distribution, metabolism, or excretion properties. Task type varies by dataset: regression for continuous measurements (e.g., permeability, clearance, half-life) or binary classification for categorical outcomes (e.g., BBB penetration, CYP inhibition). For this dataset (lipophilicity_astrazeneca), we predict Y. (1) The drug is COCc1ccoc1C(=O)N(c1ccc(OC)cc1OC)C(C(=O)NC[C@@H](C)O)c1ccccc1F. The Y is 1.98 logD. (2) The drug is Fc1cccc(COc2ccc(Nc3ncnc4ccc(-c5cccc(N6CCOCC6)c5)cc34)cc2Cl)c1. The Y is 3.20 logD. (3) The drug is CNC(=O)C[C@H](Nc1ncc(Cl)c(Nc2cc(C3CC3)[nH]n2)n1)c1ccc(F)cc1. The Y is 2.23 logD. (4) The Y is 1.56 logD. The molecule is Nc1nc2ccccc2n1C(=O)c1ccccc1. (5) The drug is Cc1ccccc1Nc1ncnc2ccccc12. The Y is 2.85 logD. (6) The drug is COc1ccc2nc(C)cc(N3CC(CNC(=O)C4CC4)OC3=O)c2c1. The Y is 1.55 logD. (7) The compound is CCCc1c(OCc2ccc(/C=C/c3nn[nH]n3)cc2)ccc(C(C)=O)c1O. The Y is 3.30 logD. (8) The Y is 2.87 logD. The molecule is Cc1ccc(-c2[nH]cnc2C)cc1NC(=O)c1ccc(OCc2ccccn2)cc1. (9) The compound is Cc1c(Sc2ccc(Cl)cc2)c2cc(Cl)ccc2n1Cc1nnn[nH]1. The Y is 3.25 logD.